Dataset: Reaction yield outcomes from USPTO patents with 853,638 reactions. Task: Predict the reaction yield, written as a fraction of the theoretical maximum amount of product (1.0 means a 100% yield; for example, 0.34 means a 34% yield). (1) The product is [Br:10][C:11]1[CH:12]=[C:13]([NH:14][C:2]2[N:7]=[C:6]([O:8][CH3:9])[CH:5]=[CH:4][N:3]=2)[CH:15]=[C:16]([CH3:18])[CH:17]=1. The reactants are Cl[C:2]1[N:7]=[C:6]([O:8][CH3:9])[CH:5]=[CH:4][N:3]=1.[Br:10][C:11]1[CH:12]=[C:13]([CH:15]=[C:16]([CH3:18])[CH:17]=1)[NH2:14].C(O)(=O)C. The catalyst is O1CCOCC1. The yield is 1.00. (2) The reactants are C(=O)([O-])[O-].[Cs+].[Cs+].Cl[CH2:8][O:9][CH2:10][CH2:11][Si:12]([CH3:15])([CH3:14])[CH3:13].[N:16]1[CH:21]=[CH:20][C:19]([C:22]2[C:23]([C:27]3[CH:28]=[C:29]([CH:32]=[CH:33][CH:34]=3)[C:30]#[N:31])=[N:24][NH:25][CH:26]=2)=[CH:18][CH:17]=1. The catalyst is CN(C=O)C. The product is [N:16]1[CH:17]=[CH:18][C:19]([C:22]2[C:23]([C:27]3[CH:28]=[C:29]([CH:32]=[CH:33][CH:34]=3)[C:30]#[N:31])=[N:24][N:25]([CH2:8][O:9][CH2:10][CH2:11][Si:12]([CH3:15])([CH3:14])[CH3:13])[CH:26]=2)=[CH:20][CH:21]=1. The yield is 0.800. (3) The reactants are [CH2:1]([O:19][C@H:20]1[C@H:24]([O:25][CH2:26][CH2:27][CH2:28][CH2:29][CH2:30][CH2:31][CH2:32][CH2:33]/[CH:34]=[CH:35]\[CH2:36]/[CH:37]=[CH:38]\[CH2:39][CH2:40][CH2:41][CH2:42][CH3:43])[CH2:23][N:22]([CH2:44][CH2:45][C:46]([OH:48])=O)[CH2:21]1)[CH2:2][CH2:3][CH2:4][CH2:5][CH2:6][CH2:7][CH2:8]/[CH:9]=[CH:10]\[CH2:11]/[CH:12]=[CH:13]\[CH2:14][CH2:15][CH2:16][CH2:17][CH3:18].F[P-](F)(F)(F)(F)F.[N:56]1(OC(N(C)C)=[N+](C)C)C2N=CC=CC=2N=N1.C(N(C(C)C)CC)(C)C.CO.N. The catalyst is C(Cl)(Cl)Cl. The product is [CH2:1]([O:19][C@H:20]1[C@H:24]([O:25][CH2:26][CH2:27][CH2:28][CH2:29][CH2:30][CH2:31][CH2:32][CH2:33]/[CH:34]=[CH:35]\[CH2:36]/[CH:37]=[CH:38]\[CH2:39][CH2:40][CH2:41][CH2:42][CH3:43])[CH2:23][N:22]([CH2:44][CH2:45][C:46]([NH2:56])=[O:48])[CH2:21]1)[CH2:2][CH2:3][CH2:4][CH2:5][CH2:6][CH2:7][CH2:8]/[CH:9]=[CH:10]\[CH2:11]/[CH:12]=[CH:13]\[CH2:14][CH2:15][CH2:16][CH2:17][CH3:18]. The yield is 0.721. (4) The reactants are [CH3:1][N:2]([CH3:34])[C:3]([C:5]1[CH:6]=[CH:7][C:8]2[O:12][C:11]([C:13]([C:18]3[CH:23]=[CH:22][C:21]([O:24][CH2:25][C:26](=[O:31])[C:27]([CH3:30])([CH3:29])[CH3:28])=[C:20]([CH3:32])[CH:19]=3)([CH2:16][CH3:17])[CH2:14][CH3:15])=[CH:10][C:9]=2[CH:33]=1)=[O:4].[BH4-].[Na+]. The catalyst is C1COCC1. The product is [CH3:34][N:2]([CH3:1])[C:3]([C:5]1[CH:6]=[CH:7][C:8]2[O:12][C:11]([C:13]([CH2:16][CH3:17])([C:18]3[CH:23]=[CH:22][C:21]([O:24][CH2:25][CH:26]([OH:31])[C:27]([CH3:30])([CH3:29])[CH3:28])=[C:20]([CH3:32])[CH:19]=3)[CH2:14][CH3:15])=[CH:10][C:9]=2[CH:33]=1)=[O:4]. The yield is 0.990. (5) The reactants are C(OC(N[C@H]1C[CH2:14][CH2:13][N:12]([C:16]([O:18][CH2:19][C:20]2[CH:25]=[CH:24][CH:23]=[CH:22][CH:21]=2)=[O:17])CC1)=O)(C)(C)C.C([N:28]([CH2:31][CH3:32])[CH2:29][CH3:30])C.C1C(=O)N(O[C:41]([O:43][N:44]2[C:49](=[O:50])[CH2:48][CH2:47][C:45]2=[O:46])=[O:42])C(=O)C1.[C:51](#[N:53])[CH3:52]. The yield is 0.800. The product is [O:50]=[C:49]1[CH2:48][CH2:47][C:45](=[O:46])[N:44]1[O:43][C:41]([NH:53][C@H:51]1[CH2:52][CH2:30][CH2:29][N:28]([CH2:14][CH2:13][NH:12][C:16](=[O:17])[O:18][CH2:19][C:20]2[CH:21]=[CH:22][CH:23]=[CH:24][CH:25]=2)[CH2:31][CH2:32]1)=[O:42]. No catalyst specified. (6) The reactants are [Li+].CCC[CH2-].[CH2:6]([C@@H:13]1[CH2:17][O:16][C:15](=[O:18])[NH:14]1)[C:7]1[CH:12]=[CH:11][CH:10]=[CH:9][CH:8]=1.[C:19](Cl)(=[O:24])[CH2:20][CH:21]([CH3:23])[CH3:22].[Cl-].[NH4+]. The catalyst is O1CCCC1. The product is [CH2:6]([C@@H:13]1[CH2:17][O:16][C:15](=[O:18])[N:14]1[C:19](=[O:24])[CH2:20][CH:21]([CH3:23])[CH3:22])[C:7]1[CH:8]=[CH:9][CH:10]=[CH:11][CH:12]=1. The yield is 0.950. (7) The reactants are [NH:1]([C:3]1[CH:11]=[CH:10][C:6]([C:7]([OH:9])=[O:8])=[CH:5][N:4]=1)[NH2:2].[C:12]([C:14]1[C:19]([F:20])=[CH:18][C:17]([C:21](=[CH:26]N(C)C)[C:22](OC)=[O:23])=[C:16]([CH3:30])[CH:15]=1)#[N:13].Cl.C(N(C(C)C)C(C)C)C. The catalyst is O.CC(O)C. The product is [C:12]([C:14]1[C:19]([F:20])=[CH:18][C:17]([C:21]2[CH:26]=[N:2][N:1]([C:3]3[CH:11]=[CH:10][C:6]([C:7]([OH:9])=[O:8])=[CH:5][N:4]=3)[C:22]=2[OH:23])=[C:16]([CH3:30])[CH:15]=1)#[N:13]. The yield is 0.740.